The task is: Binary Classification. Given a drug SMILES string, predict its activity (active/inactive) in a high-throughput screening assay against a specified biological target.. This data is from Cav3 T-type calcium channel HTS with 100,875 compounds. (1) The drug is S(CN1C(=O)C2(C(C(CC2)C1=O)(C)C)C)C(=S)NN\C=C1\C(=O)C=CC=C1. The result is 0 (inactive). (2) The molecule is S(=O)(=O)(N1CCOCC1)c1ccc(C(=O)NCCCN2CCOCC2)cc1. The result is 0 (inactive).